This data is from Full USPTO retrosynthesis dataset with 1.9M reactions from patents (1976-2016). The task is: Predict the reactants needed to synthesize the given product. (1) Given the product [F:4][C:5]([F:13])([F:12])[C:6]([C:8]([F:11])([F:10])[F:9])=[O:7], predict the reactants needed to synthesize it. The reactants are: O.O.O.[F:4][C:5]([F:13])([F:12])[C:6]([C:8]([F:11])([F:10])[F:9])=[O:7].O.FC(F)(F)C(C(F)(F)F)=O. (2) Given the product [C:1]([C:5]1[CH:6]=[CH:7][C:8]([CH2:9][N:10]([CH2:22][CH2:23][O:24][C:28]2[CH:33]=[CH:32][CH:31]=[C:30]([C:34]([F:37])([F:36])[F:35])[CH:29]=2)[C:11]([C:13]2[CH:14]=[CH:15][CH:16]=[C:17]3[C:21]=2[NH:20][CH:19]=[CH:18]3)=[O:12])=[CH:25][CH:26]=1)([CH3:4])([CH3:2])[CH3:3], predict the reactants needed to synthesize it. The reactants are: [C:1]([C:5]1[CH:26]=[CH:25][C:8]([CH2:9][N:10]([CH2:22][CH2:23][OH:24])[C:11]([C:13]2[CH:14]=[CH:15][CH:16]=[C:17]3[C:21]=2[NH:20][CH:19]=[CH:18]3)=[O:12])=[CH:7][CH:6]=1)([CH3:4])([CH3:3])[CH3:2].O[C:28]1[CH:29]=[C:30]([C:34]([F:37])([F:36])[F:35])[CH:31]=[CH:32][CH:33]=1.C1(P(C2C=CC=CC=2)C2C=CC=CC=2)C=CC=CC=1.C(OC(N=NC(OCC)=O)=O)C.